Dataset: Full USPTO retrosynthesis dataset with 1.9M reactions from patents (1976-2016). Task: Predict the reactants needed to synthesize the given product. Given the product [CH2:17]([N:4]([CH2:1][CH:2]=[O:24])[S:5]([C:8]1[CH:13]=[CH:12][CH:11]=[CH:10][C:9]=1[N+:14]([O-:16])=[O:15])(=[O:7])=[O:6])[C:18]1[CH:23]=[CH:22][CH:21]=[CH:20][CH:19]=1, predict the reactants needed to synthesize it. The reactants are: [CH2:1]([N:4]([CH2:17][C:18]1[CH:23]=[CH:22][CH:21]=[CH:20][CH:19]=1)[S:5]([C:8]1[CH:13]=[CH:12][CH:11]=[CH:10][C:9]=1[N+:14]([O-:16])=[O:15])(=[O:7])=[O:6])[CH:2]=C.[O:24]=[O+][O-].O=O.CSC.